Predict the reactants needed to synthesize the given product. From a dataset of Full USPTO retrosynthesis dataset with 1.9M reactions from patents (1976-2016). (1) Given the product [F:22][C:2]1([F:1])[CH:7]([C:8]2[CH:9]=[CH:10][C:11]([O:14][S:34]([C:33]([F:46])([F:45])[F:32])(=[O:36])=[O:35])=[CH:12][CH:13]=2)[CH2:6][CH2:5][N:4]([C:15]([O:17][C:18]([CH3:19])([CH3:21])[CH3:20])=[O:16])[CH2:3]1, predict the reactants needed to synthesize it. The reactants are: [F:1][C:2]1([F:22])[CH:7]([C:8]2[CH:13]=[CH:12][C:11]([OH:14])=[CH:10][CH:9]=2)[CH2:6][CH2:5][N:4]([C:15]([O:17][C:18]([CH3:21])([CH3:20])[CH3:19])=[O:16])[CH2:3]1.CCN(C(C)C)C(C)C.[F:32][C:33]([F:46])([F:45])[S:34](O[S:34]([C:33]([F:46])([F:45])[F:32])(=[O:36])=[O:35])(=[O:36])=[O:35]. (2) Given the product [CH3:1][O:2][C:3]([CH:5]1[CH:9]([C:10]2[CH:15]=[CH:14][CH:13]=[C:12]([Cl:16])[C:11]=2[F:17])[C:8]([C:20]2[CH:25]=[CH:24][C:23]([Cl:26])=[CH:22][C:21]=2[F:27])([C:18]#[N:19])[CH:7]([CH2:28][C:29]([CH3:32])([CH3:31])[CH3:30])[N:6]1[CH:33]=[O:34])=[O:4], predict the reactants needed to synthesize it. The reactants are: [CH3:1][O:2][C:3]([CH:5]1[CH:9]([C:10]2[CH:15]=[CH:14][CH:13]=[C:12]([Cl:16])[C:11]=2[F:17])[C:8]([C:20]2[CH:25]=[CH:24][C:23]([Cl:26])=[CH:22][C:21]=2[F:27])([C:18]#[N:19])[CH:7]([CH2:28][C:29]([CH3:32])([CH3:31])[CH3:30])[NH:6]1)=[O:4].[CH:33](O)=[O:34]. (3) Given the product [NH:35]1[C:36]2[C:32](=[C:31]([C:2]3[N:3]=[C:4]([N:17]4[CH2:22][CH2:21][O:20][CH2:19][CH2:18]4)[C:5]4[O:10][C:9]([C:11]5[CH:16]=[CH:15][CH:14]=[CH:13][CH:12]=5)=[CH:8][C:6]=4[N:7]=3)[CH:39]=[CH:38][CH:37]=2)[CH:33]=[N:34]1, predict the reactants needed to synthesize it. The reactants are: Cl[C:2]1[N:3]=[C:4]([N:17]2[CH2:22][CH2:21][O:20][CH2:19][CH2:18]2)[C:5]2[O:10][C:9]([C:11]3[CH:16]=[CH:15][CH:14]=[CH:13][CH:12]=3)=[CH:8][C:6]=2[N:7]=1.CC1(C)C(C)(C)OB([C:31]2[CH:39]=[CH:38][CH:37]=[C:36]3[C:32]=2[CH:33]=[N:34][NH:35]3)O1.C(=O)([O-])[O-].[Na+].[Na+]. (4) Given the product [CH2:1]([N:8]([C@H:9]([C:13]1[CH:18]=[CH:17][CH:16]=[CH:15][CH:14]=1)[C@@H:10]([OH:12])[CH3:11])[C:28](=[O:29])[CH2:27][Cl:26])[C:2]1[CH:3]=[CH:4][CH:5]=[CH:6][CH:7]=1, predict the reactants needed to synthesize it. The reactants are: [CH2:1]([NH:8][C@H:9]([C:13]1[CH:18]=[CH:17][CH:16]=[CH:15][CH:14]=1)[C@@H:10]([OH:12])[CH3:11])[C:2]1[CH:7]=[CH:6][CH:5]=[CH:4][CH:3]=1.C(N(CC)CC)C.[Cl:26][CH2:27][C:28](Cl)=[O:29]. (5) Given the product [CH:40]([O:59][C:5]1[CH:6]=[C:7]([CH:26]=[C:27]([C:29](=[O:37])[NH:30][C:31]2[CH:35]=[CH:34][N:33]([CH3:36])[N:32]=2)[CH:28]=1)[O:8][C:9]1[CH:10]=[CH:11][C:12]([C:15]2[O:25][C:19]([C:20]([O:22][CH2:23][CH3:24])=[O:21])=[N:18][N:17]=2)=[N:13][CH:14]=1)([CH3:41])[CH3:39], predict the reactants needed to synthesize it. The reactants are: C(O[C:5]1[CH:6]=[C:7]([CH:26]=[C:27]([C:29](=[O:37])[NH:30][C:31]2[CH:35]=[CH:34][N:33]([CH3:36])[N:32]=2)[CH:28]=1)[O:8][C:9]1[CH:10]=[CH:11][C:12]([C:15]([NH:17][NH:18][C:19](=[O:25])[C:20]([O:22][CH2:23][CH3:24])=[O:21])=O)=[N:13][CH:14]=1)(C)C.N1C=C[CH:41]=[CH:40][CH:39]=1.FC(F)(F)S(OS(C(F)(F)F)(=O)=O)(=O)=O.[OH2:59].